From a dataset of CYP2C19 inhibition data for predicting drug metabolism from PubChem BioAssay. Regression/Classification. Given a drug SMILES string, predict its absorption, distribution, metabolism, or excretion properties. Task type varies by dataset: regression for continuous measurements (e.g., permeability, clearance, half-life) or binary classification for categorical outcomes (e.g., BBB penetration, CYP inhibition). Dataset: cyp2c19_veith. (1) The compound is COc1cc(/C=N/NC(=O)c2cncc(Br)c2)ccc1OC(=O)c1ccc2c(c1)OCO2. The result is 0 (non-inhibitor). (2) The compound is O=S(=O)(c1ccccc1)N1CN2CN(C1)CN(S(=O)(=O)c1ccccc1)C2. The result is 0 (non-inhibitor). (3) The compound is O=C(N/N=C\c1cccc(O)c1)c1ccncc1. The result is 0 (non-inhibitor). (4) The drug is CCCC(=O)NC(Oc1ccc(Cl)cc1Cl)C(Cl)(Cl)Cl. The result is 1 (inhibitor). (5) The compound is CCOC(=O)NNC1CC(=O)N(c2ccc(OC)cc2)C1=O. The result is 0 (non-inhibitor). (6) The molecule is CN(Cc1cc(Br)cc(Br)c1O)Cc1c(O)ccc2ccccc12. The result is 1 (inhibitor). (7) The molecule is COCCNC(=O)c1cc2c3ccccc3n(C)c2s1. The result is 1 (inhibitor). (8) The molecule is CCCS(=O)(=O)N1CCCC(C(=O)N2CCN(C(=O)OCC)CC2)C1. The result is 0 (non-inhibitor). (9) The drug is O=C(NCc1ccccn1)[C@H]1C[C@@H]1[C@H](NP(=O)(c1ccccc1)c1ccccc1)c1ccccc1. The result is 0 (non-inhibitor). (10) The molecule is COc1ccc(NC(=O)N2CC[C@@]3(CCCN(C(C)=O)C3)C2)cc1. The result is 0 (non-inhibitor).